Dataset: Forward reaction prediction with 1.9M reactions from USPTO patents (1976-2016). Task: Predict the product of the given reaction. (1) Given the reactants [CH2:1]([O:3][C:4]1[CH:9]=[CH:8][C:7]([S:10]([N:13]([CH2:21][C:22]2[CH:30]=[CH:29][C:25]([C:26]([OH:28])=O)=[CH:24][CH:23]=2)[CH2:14][C:15]2[CH:20]=[CH:19][CH:18]=[CH:17][N:16]=2)(=[O:12])=[O:11])=[CH:6][CH:5]=1)[CH3:2].[NH2:31][C@@H:32]([CH2:41][OH:42])[C@H:33]([C:35]1[CH:40]=[CH:39][CH:38]=[CH:37][CH:36]=1)[OH:34], predict the reaction product. The product is: [CH2:1]([O:3][C:4]1[CH:5]=[CH:6][C:7]([S:10]([N:13]([CH2:21][C:22]2[CH:23]=[CH:24][C:25]([C:26]([NH:31][C@@H:32]([CH2:41][OH:42])[C@@H:33]([OH:34])[C:35]3[CH:40]=[CH:39][CH:38]=[CH:37][CH:36]=3)=[O:28])=[CH:29][CH:30]=2)[CH2:14][C:15]2[CH:20]=[CH:19][CH:18]=[CH:17][N:16]=2)(=[O:12])=[O:11])=[CH:8][CH:9]=1)[CH3:2]. (2) Given the reactants [Cl:1][C:2]1[N:7]=[C:6]([Cl:8])[CH:5]=[C:4]([CH3:9])[N:3]=1.[CH:10]([N-]C(C)C)(C)C.[Li+].CI, predict the reaction product. The product is: [Cl:1][C:2]1[N:7]=[C:6]([Cl:8])[CH:5]=[C:4]([CH2:9][CH3:10])[N:3]=1. (3) Given the reactants [Br:1][C:2]1[CH:3]=[N:4][CH:5]=[CH:6][C:7]=1[O:8][CH:9]1[CH2:14][CH2:13][C:12]2([CH2:19][CH2:18][CH2:17][CH2:16][CH2:15]2)[CH2:11][CH2:10]1.ClC1C=CC=C(C(OO)=[O:28])C=1, predict the reaction product. The product is: [Br:1][C:2]1[CH:3]=[N+:4]([O-:28])[CH:5]=[CH:6][C:7]=1[O:8][CH:9]1[CH2:10][CH2:11][C:12]2([CH2:15][CH2:16][CH2:17][CH2:18][CH2:19]2)[CH2:13][CH2:14]1. (4) Given the reactants Cl.Cl.[O:3]1[C:7]2[CH:8]=[CH:9][C:10]([N:12]3[C:27](=[O:28])[C:16]4[CH:17]=[N:18][C:19]5[C:20]([O:25][CH3:26])=[CH:21][CH:22]=[CH:23][C:24]=5[C:15]=4[N:14]([CH:29]4[CH2:34][CH2:33][NH:32][CH2:31][CH2:30]4)[C:13]3=[O:35])=[CH:11][C:6]=2[O:5][CH2:4]1.[CH3:36][S:37](Cl)(=[O:39])=[O:38], predict the reaction product. The product is: [O:3]1[C:7]2[CH:8]=[CH:9][C:10]([N:12]3[C:27](=[O:28])[C:16]4[CH:17]=[N:18][C:19]5[C:20]([O:25][CH3:26])=[CH:21][CH:22]=[CH:23][C:24]=5[C:15]=4[N:14]([CH:29]4[CH2:34][CH2:33][N:32]([S:37]([CH3:36])(=[O:39])=[O:38])[CH2:31][CH2:30]4)[C:13]3=[O:35])=[CH:11][C:6]=2[O:5][CH2:4]1. (5) Given the reactants [CH3:1][O:2][C:3]1[CH:28]=[CH:27][C:6]([O:7][C:8]2[C:9]([CH3:26])=[CH:10][C:11]([NH:17][C:18](=[O:25])[CH2:19][C:20]([O:22][CH2:23][CH3:24])=[O:21])=[C:12]3[C:16]=2[CH2:15][CH2:14][CH2:13]3)=[CH:5][CH:4]=1.[F:29][C:30]1[CH:35]=[CH:34][C:33]([CH2:36][C:37](O)=[O:38])=[CH:32][CH:31]=1.FC(F)(F)S(OS(C(F)(F)F)(=O)=O)(=O)=O, predict the reaction product. The product is: [F:29][C:30]1[CH:35]=[CH:34][C:33]([CH2:36][C:37]([C:4]2[CH:5]=[C:6]([CH:27]=[CH:28][C:3]=2[O:2][CH3:1])[O:7][C:8]2[C:9]([CH3:26])=[CH:10][C:11]([NH:17][C:18](=[O:25])[CH2:19][C:20]([O:22][CH2:23][CH3:24])=[O:21])=[C:12]3[C:16]=2[CH2:15][CH2:14][CH2:13]3)=[O:38])=[CH:32][CH:31]=1. (6) Given the reactants CN(C/C=C/C(NC1C=C2C(NC3C=CC(F)=C(Cl)C=3)=NC=NC2=CC=1[O:16][C@@H:17]1[CH2:21][O:20][CH2:19][CH2:18]1)=O)C.[Cl:35][C:36]1[CH:37]=[C:38]([NH:43][C:44]2[C:53]3[C:48](=[CH:49][C:50](F)=[C:51]([N+:54]([O-:56])=[O:55])[CH:52]=3)[N:47]=[CH:46][N:45]=2)[CH:39]=[CH:40][C:41]=1[F:42].CC(C)([O-])C.[K+], predict the reaction product. The product is: [Cl:35][C:36]1[CH:37]=[C:38]([NH:43][C:44]2[C:53]3[C:48](=[CH:49][C:50]([O:16][C@H:17]4[CH2:18][CH2:19][O:20][CH2:21]4)=[C:51]([N+:54]([O-:56])=[O:55])[CH:52]=3)[N:47]=[CH:46][N:45]=2)[CH:39]=[CH:40][C:41]=1[F:42]. (7) Given the reactants [O:1]1[C:5]2=[N:6][CH:7]=[CH:8][CH:9]=[C:4]2[C:3]([OH:10])=[N:2]1.[CH3:11][CH:12]1[CH2:17][CH2:16][N:15]([C:18](Cl)=[O:19])[CH2:14][CH2:13]1.C(N(CC)CC)C, predict the reaction product. The product is: [CH3:11][CH:12]1[CH2:17][CH2:16][N:15]([C:18]([O:10][C:3]2[C:4]3[C:5](=[N:6][CH:7]=[CH:8][CH:9]=3)[O:1][N:2]=2)=[O:19])[CH2:14][CH2:13]1. (8) Given the reactants [Cl:1][C:2]1[CH:7]=[CH:6][C:5]([C@H:8]2[N:15]3[C:11]([S:12][C:13]([C:19]([OH:21])=O)=[C:14]3[CH:16]([CH3:18])[CH3:17])=[N:10][C@:9]2([C:23]2[CH:28]=[CH:27][C:26]([Cl:29])=[CH:25][CH:24]=2)[CH3:22])=[CH:4][CH:3]=1.[Si:30]([O:37][CH2:38][CH2:39][NH:40][CH:41]([CH3:43])[CH3:42])([C:33]([CH3:36])([CH3:35])[CH3:34])([CH3:32])[CH3:31], predict the reaction product. The product is: [Si:30]([O:37][CH2:38][CH2:39][N:40]([CH:41]([CH3:43])[CH3:42])[C:19]([C:13]1[S:12][C:11]2=[N:10][C:9]([C:23]3[CH:24]=[CH:25][C:26]([Cl:29])=[CH:27][CH:28]=3)([CH3:22])[CH:8]([C:5]3[CH:6]=[CH:7][C:2]([Cl:1])=[CH:3][CH:4]=3)[N:15]2[C:14]=1[CH:16]([CH3:17])[CH3:18])=[O:21])([C:33]([CH3:36])([CH3:35])[CH3:34])([CH3:32])[CH3:31].